From a dataset of Full USPTO retrosynthesis dataset with 1.9M reactions from patents (1976-2016). Predict the reactants needed to synthesize the given product. Given the product [C:25]([CH2:2][C:3]1[N:8]=[C:7]([CH2:9][N:10]2[C:14]3[N:15]=[C:16]([NH2:24])[N:17]=[C:18]([C:19]4[O:20][CH:21]=[CH:22][CH:23]=4)[C:13]=3[N:12]=[N:11]2)[CH:6]=[CH:5][CH:4]=1)#[N:26], predict the reactants needed to synthesize it. The reactants are: Br[CH2:2][C:3]1[N:8]=[C:7]([CH2:9][N:10]2[C:14]3[N:15]=[C:16]([NH2:24])[N:17]=[C:18]([C:19]4[O:20][CH:21]=[CH:22][CH:23]=4)[C:13]=3[N:12]=[N:11]2)[CH:6]=[CH:5][CH:4]=1.[C-:25]#[N:26].[Na+].O.